This data is from Full USPTO retrosynthesis dataset with 1.9M reactions from patents (1976-2016). The task is: Predict the reactants needed to synthesize the given product. (1) Given the product [O:37]=[C:35]([C:31]1[CH:32]=[CH:33][CH:34]=[C:29]([N:23]2[CH2:22][C@H:21]([CH3:20])[N:26]([CH3:27])[C@H:25]([CH3:28])[CH2:24]2)[CH:30]=1)/[CH:36]=[CH:15]/[C:12]1[CH:13]=[CH:14][C:9](/[CH:8]=[CH:7]/[C:6]([OH:5])=[O:17])=[N:10][CH:11]=1, predict the reactants needed to synthesize it. The reactants are: C([O:5][C:6](=[O:17])/[CH:7]=[CH:8]/[C:9]1[CH:14]=[CH:13][C:12]([CH:15]=O)=[CH:11][N:10]=1)(C)(C)C.[OH-].[K+].[CH3:20][C@H:21]1[N:26]([CH3:27])[C@@H:25]([CH3:28])[CH2:24][N:23]([C:29]2[CH:30]=[C:31]([C:35](=[O:37])[CH3:36])[CH:32]=[CH:33][CH:34]=2)[CH2:22]1. (2) Given the product [CH2:25]([NH:28][C@@H:2]1[C:10]2[C:5](=[CH:6][CH:7]=[C:8]([O:11][C:12](=[O:17])[N:13]([CH2:15][CH3:16])[CH3:14])[CH:9]=2)[CH2:4][CH2:3]1)[C:26]#[CH:27], predict the reactants needed to synthesize it. The reactants are: O[C@H:2]1[C:10]2[C:5](=[CH:6][CH:7]=[C:8]([O:11][C:12](=[O:17])[N:13]([CH2:15][CH3:16])[CH3:14])[CH:9]=2)[CH2:4][CH2:3]1.C(N(CC)CC)C.[CH2:25]([NH2:28])[C:26]#[CH:27].